Predict the reaction yield, written as a fraction of the theoretical maximum amount of product (1.0 means a 100% yield; for example, 0.34 means a 34% yield). From a dataset of Reaction yield outcomes from USPTO patents with 853,638 reactions. (1) The yield is 0.620. The product is [Cl:28][C:8]1[C:7]([C:31]#[N:32])=[CH:15][CH:14]=[C:13]2[C:9]=1[CH:10]=[C:11]([CH:25]([F:26])[F:27])[N:12]2[S:16]([C:19]1[CH:24]=[CH:23][CH:22]=[CH:21][CH:20]=1)(=[O:17])=[O:18]. The reactants are FC(F)(F)S(O[C:7]1[C:8]([Cl:28])=[C:9]2[C:13](=[CH:14][CH:15]=1)[N:12]([S:16]([C:19]1[CH:24]=[CH:23][CH:22]=[CH:21][CH:20]=1)(=[O:18])=[O:17])[C:11]([CH:25]([F:27])[F:26])=[CH:10]2)(=O)=O.[CH3:31][N:32](C=O)C. The catalyst is [C-]#N.[C-]#N.[Zn+2].C1C=CC([P]([Pd]([P](C2C=CC=CC=2)(C2C=CC=CC=2)C2C=CC=CC=2)([P](C2C=CC=CC=2)(C2C=CC=CC=2)C2C=CC=CC=2)[P](C2C=CC=CC=2)(C2C=CC=CC=2)C2C=CC=CC=2)(C2C=CC=CC=2)C2C=CC=CC=2)=CC=1. (2) The reactants are [CH3:1][N:2]([CH2:21][C:22]#[CH:23])[C:3](=[O:20])[O:4][CH2:5][C@H:6]([NH:13][C:14](=[O:19])[CH2:15][N:16]=[N+:17]=[N-:18])[C:7]1[CH:12]=[CH:11][CH:10]=[CH:9][CH:8]=1. The catalyst is C1(C)C=CC=CC=1. The product is [CH3:1][N:2]1[CH2:21][C:22]2=[CH:23][N:16]([N:17]=[N:18]2)[CH2:15][C:14](=[O:19])[NH:13][C@H:6]([C:7]2[CH:12]=[CH:11][CH:10]=[CH:9][CH:8]=2)[CH2:5][O:4][C:3]1=[O:20]. The yield is 0.0260. (3) The reactants are [CH2:1]([C:4]([CH2:35][CH:36]=C)([CH:8]([CH2:31][CH:32]([CH3:34])[CH3:33])[C:9]([NH:11][CH:12]1[C:18](=[O:19])[N:17]([CH3:20])[C:16]2[CH:21]=[CH:22][CH:23]=[CH:24][C:15]=2[C:14]([C:25]2[CH:30]=[CH:29][CH:28]=[CH:27][CH:26]=2)=[N:13]1)=[O:10])[C:5]([NH2:7])=[O:6])[CH:2]=C.C. The catalyst is C1(C)C=CC=CC=1.C(Cl)Cl.Cl[Ru](=CC1C=CC=CC=1)([P](C1CCCCC1)(C1CCCCC1)C1CCCCC1)([P](C1CCCCC1)(C1CCCCC1)C1CCCCC1)Cl.C=CC1C=CC=CC=1.C1C=CC(P(C2C=CC=CC=2)C2C=CC=CC=2)=CC=1.C1C=CC(P(C2C=CC=CC=2)C2C=CC=CC=2)=CC=1.Cl[Ru]Cl. The product is [CH3:34][CH:32]([CH3:33])[CH2:31][C@H:8]([C:4]1([C:5]([NH2:7])=[O:6])[CH2:35][CH:36]=[CH:2][CH2:1]1)[C:9](=[O:10])[NH:11][CH:12]1[N:13]=[C:14]([C:25]2[CH:30]=[CH:29][CH:28]=[CH:27][CH:26]=2)[C:15]2[CH:24]=[CH:23][CH:22]=[CH:21][C:16]=2[N:17]([CH3:20])[C:18]1=[O:19]. The yield is 0.460. (4) The reactants are Cl[C:2]1[C:7]([C:8]([NH:10][CH2:11][C:12]2[CH:17]=[CH:16][C:15]([Cl:18])=[CH:14][CH:13]=2)=[O:9])=[C:6]([CH3:19])[CH:5]=[C:4]([Cl:20])[N:3]=1.[CH:21]([Mg]Cl)([CH3:23])[CH3:22]. The catalyst is C1COCC1. The product is [Cl:20][C:4]1[N:3]=[C:2]([CH:21]([CH3:23])[CH3:22])[C:7]([C:8]([NH:10][CH2:11][C:12]2[CH:17]=[CH:16][C:15]([Cl:18])=[CH:14][CH:13]=2)=[O:9])=[C:6]([CH3:19])[CH:5]=1. The yield is 0.400. (5) The reactants are [Br:1][C:2]1[N:6]=[C:5](Br)[N:4]([CH3:8])[N:3]=1.[C:9]1([CH:15]2[CH2:18][CH2:17][NH:16]2)[CH:14]=[CH:13][CH:12]=[CH:11][CH:10]=1.C(=O)([O-])[O-].[K+].[K+]. The catalyst is CN(C=O)C.O. The product is [Br:1][C:2]1[N:6]=[C:5]([N:16]2[CH2:17][CH2:18][CH:15]2[C:9]2[CH:14]=[CH:13][CH:12]=[CH:11][CH:10]=2)[N:4]([CH3:8])[N:3]=1. The yield is 0.920. (6) The reactants are Br[C:2]1[CH:3]=[C:4]([N:8]2[C:16]3[CH2:15][C:14]4([CH3:20])[C:17]([F:19])([F:18])[CH:13]4[CH2:12][C:11]=3[C:10]([C:21]([O:23][CH2:24][CH3:25])=[O:22])=[N:9]2)[CH:5]=[CH:6][CH:7]=1.[C:26]([C@:28]1([OH:35])[CH2:32][CH2:31][N:30]([CH3:33])[C:29]1=[O:34])#[CH:27]. No catalyst specified. The product is [F:18][C:17]1([F:19])[C:14]2([CH3:20])[CH:13]1[CH2:12][C:11]1[C:10]([C:21]([O:23][CH2:24][CH3:25])=[O:22])=[N:9][N:8]([C:4]3[CH:5]=[CH:6][CH:7]=[C:2]([C:27]#[C:26][C@:28]4([OH:35])[CH2:32][CH2:31][N:30]([CH3:33])[C:29]4=[O:34])[CH:3]=3)[C:16]=1[CH2:15]2. The yield is 0.880. (7) The reactants are [OH:1][C:2]1[CH:7]=[CH:6][CH:5]=[CH:4][C:3]=1[NH:8][C:9]1[N:14]=[C:13]([C:15](OCC)=[O:16])[C:12]([N+:20]([O-])=O)=[C:11]([NH:23][C:24]2[CH:29]=[CH:28][CH:27]=[CH:26][C:25]=2[O:30][CH3:31])[N:10]=1.ClC1N=C([C:39](OCC)=[O:40])C([N+]([O-])=O)=C(NC2C=CC=CC=2OC)N=1.[NH2:56]C1C=CC=CC=1O.C(N(CC)C(C)C)(C)C. The catalyst is CN(C=O)C. The product is [OH:1][C:2]1[CH:7]=[CH:6][CH:5]=[CH:4][C:3]=1[NH:8][C:9]1[N:10]=[C:11]2[C:12]([NH:20][C:39](=[O:40])[N:23]2[C:24]2[CH:29]=[CH:28][CH:27]=[CH:26][C:25]=2[O:30][CH3:31])=[C:13]([C:15]([NH2:56])=[O:16])[N:14]=1. The yield is 1.00. (8) The reactants are C([C:3]1[N:4]([CH2:18][C:19]2[CH:24]=[CH:23][CH:22]=[CH:21][C:20]=2[C:25]2[CH:30]=[CH:29][CH:28]=[CH:27][CH:26]=2)[C:5]2[C:10]([C:11](=[O:16])[C:12]=1[C:13]([OH:15])=[O:14])=[N:9][CH:8]=[C:7]([Br:17])[CH:6]=2)C.O.[OH-].[Li+]. The catalyst is CO.O. The product is [C:20]1([C:25]2[CH:30]=[CH:29][CH:28]=[CH:27][CH:26]=2)[CH:21]=[CH:22][CH:23]=[CH:24][C:19]=1[CH2:18][N:4]1[C:5]2[C:10](=[N:9][CH:8]=[C:7]([Br:17])[CH:6]=2)[C:11](=[O:16])[C:12]([C:13]([OH:15])=[O:14])=[CH:3]1. The yield is 0.670. (9) The reactants are [C:1]([O:5][C:6](=[O:19])[NH:7][CH:8]1[CH2:17][C:16]2[C:11](=[CH:12][CH:13]=[C:14](Br)[CH:15]=2)[NH:10][CH2:9]1)([CH3:4])([CH3:3])[CH3:2].[CH3:20][N:21](C=O)C. The catalyst is [C-]#N.[Zn+2].[C-]#N.[Pd].C1(P(C2C=CC=CC=2)C2C=CC=CC=2)C=CC=CC=1.C1(P(C2C=CC=CC=2)C2C=CC=CC=2)C=CC=CC=1.C1(P(C2C=CC=CC=2)C2C=CC=CC=2)C=CC=CC=1.C1(P(C2C=CC=CC=2)C2C=CC=CC=2)C=CC=CC=1. The product is [C:1]([O:5][C:6](=[O:19])[NH:7][CH:8]1[CH2:17][C:16]2[C:11](=[CH:12][CH:13]=[C:14]([C:20]#[N:21])[CH:15]=2)[NH:10][CH2:9]1)([CH3:4])([CH3:3])[CH3:2]. The yield is 0.670.